From a dataset of Forward reaction prediction with 1.9M reactions from USPTO patents (1976-2016). Predict the product of the given reaction. (1) Given the reactants Cl[C:2]1[CH:7]=[C:6]([C:8]([F:11])([F:10])[F:9])[N:5]=[C:4]([C:12]2[CH:17]=[CH:16][CH:15]=[CH:14][N:13]=2)[N:3]=1.[CH3:18][O:19][C:20]1[CH:21]=[CH:22][C:23]([CH3:27])=[C:24]([CH:26]=1)[NH2:25], predict the reaction product. The product is: [CH3:18][O:19][C:20]1[CH:21]=[CH:22][C:23]([CH3:27])=[C:24]([CH:26]=1)[NH:25][C:2]1[CH:7]=[C:6]([C:8]([F:11])([F:10])[F:9])[N:5]=[C:4]([C:12]2[CH:17]=[CH:16][CH:15]=[CH:14][N:13]=2)[N:3]=1. (2) Given the reactants [CH3:1][C:2]1[CH:6]=[CH:5][N:4]([C:7]([O:9][C:10]([CH3:13])([CH3:12])[CH3:11])=[O:8])[N:3]=1.[Br:14]N1C(=O)CCC1=O.C(OOC(=O)C1C=CC=CC=1)(=O)C1C=CC=CC=1, predict the reaction product. The product is: [Br:14][CH2:1][C:2]1[CH:6]=[CH:5][N:4]([C:7]([O:9][C:10]([CH3:13])([CH3:12])[CH3:11])=[O:8])[N:3]=1. (3) Given the reactants Br[C:2]1[CH:3]=[C:4]([Cl:12])[C:5]([O:8][CH:9]([CH3:11])[CH3:10])=[N:6][CH:7]=1.[CH3:13][C:14]1([CH3:30])[C:18]([CH3:20])([CH3:19])[O:17][B:16]([B:16]2[O:17][C:18]([CH3:20])([CH3:19])[C:14]([CH3:30])([CH3:13])[O:15]2)[O:15]1.C([O-])(=O)C.[K+], predict the reaction product. The product is: [Cl:12][C:4]1[C:5]([O:8][CH:9]([CH3:11])[CH3:10])=[N:6][CH:7]=[C:2]([B:16]2[O:17][C:18]([CH3:20])([CH3:19])[C:14]([CH3:30])([CH3:13])[O:15]2)[CH:3]=1. (4) The product is: [CH3:24][N:11]([C:12]1[CH:17]=[C:16]([O:18][CH3:19])[C:15]([O:20][CH3:21])=[C:14]([O:22][CH3:23])[CH:13]=1)[C:8]1[C:6]2[N:7]=[C:2]([NH:37][C:34]3[CH:35]=[N:36][C:31]([N:28]4[CH2:27][CH2:26][O:25][CH2:30][CH2:29]4)=[CH:32][CH:33]=3)[N:3]=[CH:4][C:5]=2[S:10][CH:9]=1. Given the reactants Cl[C:2]1[N:3]=[CH:4][C:5]2[S:10][CH:9]=[C:8]([N:11]([CH3:24])[C:12]3[CH:17]=[C:16]([O:18][CH3:19])[C:15]([O:20][CH3:21])=[C:14]([O:22][CH3:23])[CH:13]=3)[C:6]=2[N:7]=1.[O:25]1[CH2:30][CH2:29][N:28]([C:31]2[N:36]=[CH:35][C:34]([NH2:37])=[CH:33][CH:32]=2)[CH2:27][CH2:26]1, predict the reaction product. (5) Given the reactants [O:1]1[C:7]2[C:8]([C:11]3(O)[CH2:14][CH2:13][CH2:12]3)=[CH:9][S:10][C:6]=2[CH2:5][NH:4][CH2:3][CH2:2]1.C([SiH](CC)CC)C.FC(F)(F)C(O)=O, predict the reaction product. The product is: [CH:11]1([C:8]2[C:7]3[O:1][CH2:2][CH2:3][NH:4][CH2:5][C:6]=3[S:10][CH:9]=2)[CH2:12][CH2:13][CH2:14]1.